This data is from Catalyst prediction with 721,799 reactions and 888 catalyst types from USPTO. The task is: Predict which catalyst facilitates the given reaction. (1) Reactant: C([N:8]1[CH2:12][C@@H:11]([O:13][Si:14]([C:17]([CH3:20])([CH3:19])[CH3:18])([CH3:16])[CH3:15])[C@H:10]([NH:21][C:22](=[O:28])[O:23][C:24]([CH3:27])([CH3:26])[CH3:25])[CH2:9]1)C1C=CC=CC=1. Product: [Si:14]([O:13][C@@H:11]1[CH2:12][NH:8][CH2:9][C@H:10]1[NH:21][C:22](=[O:28])[O:23][C:24]([CH3:27])([CH3:26])[CH3:25])([C:17]([CH3:20])([CH3:19])[CH3:18])([CH3:16])[CH3:15]. The catalyst class is: 105. (2) Reactant: [CH2:1]([S:3][C:4]1[CH:9]=[CH:8][C:7]([O:10][C:11]([F:14])([F:13])[F:12])=[CH:6][C:5]=1[N+:15]([O-])=O)[CH3:2].ClC1C=CC(SC2C=CC=CC=2)=C(C=1)[NH2:24].[Cl-].[NH4+]. Product: [CH2:1]([S:3][C:4]1[CH:9]=[CH:8][C:7]([O:10][C:11]([F:14])([F:13])[F:12])=[CH:6][C:5]=1[NH:15][NH2:24])[CH3:2]. The catalyst class is: 15. (3) Reactant: [Br:1][C:2]1[C:11]2[CH2:10][CH2:9][CH2:8][CH:7]([NH2:12])[C:6]=2[CH:5]=[N:4][CH:3]=1.CCN(CC)CC.[C:20](Cl)(=[O:23])[CH2:21][CH3:22].O. Product: [Br:1][C:2]1[C:11]2[CH2:10][CH2:9][CH2:8][CH:7]([NH:12][C:20](=[O:23])[CH2:21][CH3:22])[C:6]=2[CH:5]=[N:4][CH:3]=1. The catalyst class is: 2. (4) Reactant: C([N-][CH:5]([CH3:7])[CH3:6])(C)C.[Li+].CN(C)P(N(C)C)(N(C)C)=O.[CH3:20][C:21]1([CH2:26][CH2:27][C:28]([O:30][CH2:31][CH3:32])=[O:29])[O:25][CH2:24][CH2:23][O:22]1.C(I)CC. Product: [CH3:20][C:21]1([CH2:26][CH:27]([CH2:7][CH2:5][CH3:6])[C:28]([O:30][CH2:31][CH3:32])=[O:29])[O:22][CH2:23][CH2:24][O:25]1. The catalyst class is: 1.